Predict the product of the given reaction. From a dataset of Forward reaction prediction with 1.9M reactions from USPTO patents (1976-2016). (1) Given the reactants C(N(CC)C(C)C)(C)C.[F:10][C:11]([F:35])([F:34])[C:12]([N:14]([CH2:24][C:25]1([CH2:31][O:32][CH3:33])[CH2:30][CH2:29][NH:28][CH2:27][CH2:26]1)[C@@H:15]1[CH2:17][C@H:16]1[C:18]1[CH:23]=[CH:22][CH:21]=[CH:20][CH:19]=1)=[O:13].[NH:36]1[CH:40]=[C:39]([C:41](O)=[O:42])[CH:38]=[N:37]1.F[P-](F)(F)(F)(F)F.N1(O[P+](N(C)C)(N(C)C)N(C)C)C2C=CC=CC=2N=N1, predict the reaction product. The product is: [F:35][C:11]([F:10])([F:34])[C:12]([N:14]([CH2:24][C:25]1([CH2:31][O:32][CH3:33])[CH2:30][CH2:29][N:28]([C:41]([C:39]2[CH:40]=[N:36][NH:37][CH:38]=2)=[O:42])[CH2:27][CH2:26]1)[C@@H:15]1[CH2:17][C@H:16]1[C:18]1[CH:23]=[CH:22][CH:21]=[CH:20][CH:19]=1)=[O:13]. (2) Given the reactants [CH:1]1([CH:6]([C:21]2[CH:26]=[CH:25][C:24]([CH2:27][N:28]3[C:33](=[O:34])[CH2:32][O:31][C:30]([C:35]4[CH:40]=[CH:39][CH:38]=[CH:37][CH:36]=4)=[N:29]3)=[CH:23][CH:22]=2)[C:7]([NH:9][CH2:10][C:11]2[CH:16]=[CH:15][C:14]([C:17]([O:19]C)=[O:18])=[CH:13][CH:12]=2)=[O:8])[CH2:5][CH2:4][CH2:3][CH2:2]1.[OH-].[Na+].[Cl-].[NH4+], predict the reaction product. The product is: [CH:1]1([CH:6]([C:21]2[CH:26]=[CH:25][C:24]([CH2:27][N:28]3[C:33](=[O:34])[CH2:32][O:31][C:30]([C:35]4[CH:40]=[CH:39][CH:38]=[CH:37][CH:36]=4)=[N:29]3)=[CH:23][CH:22]=2)[C:7]([NH:9][CH2:10][C:11]2[CH:12]=[CH:13][C:14]([C:17]([OH:19])=[O:18])=[CH:15][CH:16]=2)=[O:8])[CH2:2][CH2:3][CH2:4][CH2:5]1.